Dataset: Catalyst prediction with 721,799 reactions and 888 catalyst types from USPTO. Task: Predict which catalyst facilitates the given reaction. Reactant: [C:1]([C:3]1[CH:4]=[C:5]([C:13]2[O:17][N:16]=[C:15]([C:18]3[CH:27]=[CH:26][CH:25]=[C:24]4[C:19]=3[CH2:20][CH2:21][N:22]([C:28](=[O:38])[CH2:29][NH:30]C(=O)OC(C)(C)C)[CH2:23]4)[N:14]=2)[CH:6]=[CH:7][C:8]=1[O:9][CH:10]([CH3:12])[CH3:11])#[N:2].[ClH:39].CCOCC. Product: [ClH:39].[NH2:30][CH2:29][C:28]([N:22]1[CH2:21][CH2:20][C:19]2[C:24](=[CH:25][CH:26]=[CH:27][C:18]=2[C:15]2[N:14]=[C:13]([C:5]3[CH:6]=[CH:7][C:8]([O:9][CH:10]([CH3:12])[CH3:11])=[C:3]([CH:4]=3)[C:1]#[N:2])[O:17][N:16]=2)[CH2:23]1)=[O:38]. The catalyst class is: 12.